This data is from Catalyst prediction with 721,799 reactions and 888 catalyst types from USPTO. The task is: Predict which catalyst facilitates the given reaction. Reactant: [CH3:1][N:2]([CH2:4][C@H:5]1O[CH2:9][C@@H:8]([CH3:11])[N:7]([C:12]2[N:17]=[C:16]([NH:18][CH3:19])[N:15]=[C:14]([C:20]3[CH:27]=[CH:26][C:23]([C:24]#[N:25])=[C:22](F)[CH:21]=3)[CH:13]=2)[CH2:6]1)[CH3:3].[OH2:29].[NH2:30][NH2:31]. Product: [CH3:1][N:2]([CH2:4][C@H:5]1[O:29][CH2:11][C@@H:8]([CH3:9])[N:7]([C:12]2[N:17]=[C:16]([NH:18][CH3:19])[N:15]=[C:14]([C:20]3[CH:27]=[C:26]4[C:23]([C:24]([NH2:25])=[N:30][NH:31]4)=[CH:22][CH:21]=3)[CH:13]=2)[CH2:6]1)[CH3:3]. The catalyst class is: 12.